From a dataset of Reaction yield outcomes from USPTO patents with 853,638 reactions. Predict the reaction yield, written as a fraction of the theoretical maximum amount of product (1.0 means a 100% yield; for example, 0.34 means a 34% yield). (1) The reactants are [CH2:1]([O:8][C:9]1[CH:17]=[CH:16][C:12]([C:13]([OH:15])=O)=[CH:11][CH:10]=1)[C:2]1[CH:7]=[CH:6][CH:5]=[CH:4][CH:3]=1.C1C=CC2N(O)N=NC=2C=1.CCN=C=NCCCN(C)C.CCN(C(C)C)C(C)C.[CH3:48][C:49]12[CH2:56][CH:53]([NH:54][CH2:55]1)[CH2:52][C:51]([CH3:58])([CH3:57])[CH2:50]2. The catalyst is C1COCC1. The product is [CH2:1]([O:8][C:9]1[CH:10]=[CH:11][C:12]([C:13]([N:54]2[CH2:55][C:49]3([CH3:48])[CH2:56][CH:53]2[CH2:52][C:51]([CH3:58])([CH3:57])[CH2:50]3)=[O:15])=[CH:16][CH:17]=1)[C:2]1[CH:3]=[CH:4][CH:5]=[CH:6][CH:7]=1. The yield is 0.770. (2) The reactants are [F:1][C:2]1[C:7]([O:8][CH2:9][C:10]2[O:14][N:13]=[C:12]([C:15]3[CH:20]=[CH:19][C:18]([O:21]C)=[CH:17][CH:16]=3)[N:11]=2)=[CH:6][CH:5]=[C:4]([F:23])[C:3]=1[C:24]([NH2:26])=[O:25].O. The catalyst is C(Cl)Cl. The product is [F:1][C:2]1[C:7]([O:8][CH2:9][C:10]2[O:14][N:13]=[C:12]([C:15]3[CH:20]=[CH:19][C:18]([OH:21])=[CH:17][CH:16]=3)[N:11]=2)=[CH:6][CH:5]=[C:4]([F:23])[C:3]=1[C:24]([NH2:26])=[O:25]. The yield is 0.650. (3) The reactants are [F:1][C:2]1[S:6][C:5]([C:7]([OH:9])=O)=[CH:4][CH:3]=1.Cl.[CH3:11][NH:12][O:13][CH3:14].O.ON1C2C=CC=CC=2N=N1.Cl.CN(C)CCCN=C=NCC.C(N(C(C)C)CC)(C)C. The catalyst is O1CCCC1.O. The product is [F:1][C:2]1[S:6][C:5]([C:7]([N:12]([O:13][CH3:14])[CH3:11])=[O:9])=[CH:4][CH:3]=1. The yield is 0.870. (4) The reactants are [CH2:1]([O:8][C:9]1[C:10](F)=[C:11]([F:33])[C:12]([NH:25][C:26]2[CH:31]=[CH:30][CH:29]=[CH:28][C:27]=2[F:32])=[C:13]([CH:24]=1)[C:14]([O:16][CH2:17][C:18]1[CH:23]=[CH:22][CH:21]=[CH:20][CH:19]=1)=[O:15])[C:2]1[CH:7]=[CH:6][CH:5]=[CH:4][CH:3]=1.[N-:35]=[N+:36]=[N-:37].[Na+].O. The catalyst is CN(C=O)C. The product is [N:35]([C:10]1[C:9]([O:8][CH2:1][C:2]2[CH:7]=[CH:6][CH:5]=[CH:4][CH:3]=2)=[CH:24][C:13]([C:14]([O:16][CH2:17][C:18]2[CH:23]=[CH:22][CH:21]=[CH:20][CH:19]=2)=[O:15])=[C:12]([NH:25][C:26]2[CH:31]=[CH:30][CH:29]=[CH:28][C:27]=2[F:32])[C:11]=1[F:33])=[N+:36]=[N-:37]. The yield is 0.650. (5) The reactants are I[C:2]1[C:10]2[C:5](=[N:6][CH:7]=[C:8]([C:11]3[CH:12]=[C:13]([NH:17][CH:18]4[CH2:23][CH2:22][N:21]([C:24]([O:26][C:27]([CH3:30])([CH3:29])[CH3:28])=[O:25])[CH2:20][CH2:19]4)[CH:14]=[CH:15][CH:16]=3)[CH:9]=2)[N:4]([S:31]([C:34]2[CH:40]=[CH:39][C:37]([CH3:38])=[CH:36][CH:35]=2)(=[O:33])=[O:32])[CH:3]=1.[CH2:41]([N:49]1[CH:53]=[C:52](B2OC(C)(C)C(C)(C)O2)[CH:51]=[N:50]1)[CH2:42][C:43]1[CH:48]=[CH:47][CH:46]=[CH:45][CH:44]=1.C(=O)([O-])[O-].[Na+].[Na+]. The catalyst is C1(C)C=CC=CC=1.C(O)C.O.Cl[Pd](Cl)([P](C1C=CC=CC=1)(C1C=CC=CC=1)C1C=CC=CC=1)[P](C1C=CC=CC=1)(C1C=CC=CC=1)C1C=CC=CC=1. The product is [CH2:41]([N:49]1[CH:53]=[C:52]([C:2]2[C:10]3[C:5](=[N:6][CH:7]=[C:8]([C:11]4[CH:12]=[C:13]([NH:17][CH:18]5[CH2:23][CH2:22][N:21]([C:24]([O:26][C:27]([CH3:30])([CH3:29])[CH3:28])=[O:25])[CH2:20][CH2:19]5)[CH:14]=[CH:15][CH:16]=4)[CH:9]=3)[N:4]([S:31]([C:34]3[CH:40]=[CH:39][C:37]([CH3:38])=[CH:36][CH:35]=3)(=[O:33])=[O:32])[CH:3]=2)[CH:51]=[N:50]1)[CH2:42][C:43]1[CH:48]=[CH:47][CH:46]=[CH:45][CH:44]=1. The yield is 0.704.